This data is from Forward reaction prediction with 1.9M reactions from USPTO patents (1976-2016). The task is: Predict the product of the given reaction. (1) Given the reactants [C:1]1([C:21]2[CH:26]=[CH:25][CH:24]=[CH:23][CH:22]=2)[CH:6]=[CH:5][C:4]([C:7]([N:9]2[CH2:13][C:12](=[N:14][O:15][CH3:16])[CH2:11][C@H:10]2[C:17](=[N:19][OH:20])[NH2:18])=[O:8])=[CH:3][CH:2]=1.[C:27]([O:31][C:32]([N:34]1[CH2:39][CH2:38][N:37]([CH2:40][CH2:41][C:42](O)=O)[CH2:36][CH2:35]1)=[O:33])([CH3:30])([CH3:29])[CH3:28], predict the reaction product. The product is: [C:1]1([C:21]2[CH:26]=[CH:25][CH:24]=[CH:23][CH:22]=2)[CH:2]=[CH:3][C:4]([C:7]([N:9]2[CH2:13][C:12](=[N:14][O:15][CH3:16])[CH2:11][C@H:10]2[C:17]2[N:18]=[C:42]([CH2:41][CH2:40][N:37]3[CH2:38][CH2:39][N:34]([C:32]([O:31][C:27]([CH3:28])([CH3:30])[CH3:29])=[O:33])[CH2:35][CH2:36]3)[O:20][N:19]=2)=[O:8])=[CH:5][CH:6]=1. (2) Given the reactants [S:1]1(=[O:7])(=[O:6])[CH2:5][CH2:4][CH2:3][NH:2]1.CC1(C)C2C(=C(P(C3C=CC=CC=3)C3C=CC=CC=3)C=CC=2)OC2C(P(C3C=CC=CC=3)C3C=CC=CC=3)=CC=CC1=2.C(=O)([O-])[O-].[Cs+].[Cs+].Br[C:57]1[CH:58]=[C:59]([C:67]([O:69][CH3:70])=[O:68])[CH:60]=[C:61]([CH:66]=1)[C:62]([O:64][CH3:65])=[O:63], predict the reaction product. The product is: [O:6]=[S:1]1(=[O:7])[CH2:5][CH2:4][CH2:3][N:2]1[C:57]1[CH:66]=[C:61]([C:62]([O:64][CH3:65])=[O:63])[CH:60]=[C:59]([CH:58]=1)[C:67]([O:69][CH3:70])=[O:68]. (3) Given the reactants [Br:1][C:2]1[CH:3]=[CH:4][C:5]([O:28][CH2:29][C:30]2[CH:35]=[CH:34][C:33]([Cl:36])=[CH:32][CH:31]=2)=[C:6]([CH2:8][N:9]2[CH2:14][CH2:13][CH:12]([N:15]3[CH2:20][CH2:19][N:18](C(OC(C)(C)C)=O)[CH2:17][CH2:16]3)[CH2:11][CH2:10]2)[CH:7]=1.[C:37]([OH:43])([C:39]([F:42])([F:41])[F:40])=[O:38], predict the reaction product. The product is: [Br:1][C:2]1[CH:3]=[CH:4][C:5]([O:28][CH2:29][C:30]2[CH:31]=[CH:32][C:33]([Cl:36])=[CH:34][CH:35]=2)=[C:6]([CH2:8][N:9]2[CH2:10][CH2:11][CH:12]([N:15]3[CH2:20][CH2:19][NH:18][CH2:17][CH2:16]3)[CH2:13][CH2:14]2)[CH:7]=1.[F:40][C:39]([F:42])([F:41])[C:37]([OH:43])=[O:38]. (4) The product is: [CH2:6]([CH:2]1[O:29][C:24]2[CH:25]=[CH:26][CH:27]=[CH:28][C:23]=2[NH:22][C:3]1=[O:4])[CH3:7]. Given the reactants Br[CH:2]([CH2:6][CH3:7])[C:3](O)=[O:4].C(Cl)CCl.C1C=CC2N(O)N=NC=2C=1.[NH2:22][C:23]1[CH:28]=[CH:27][CH:26]=[CH:25][C:24]=1[OH:29], predict the reaction product. (5) Given the reactants CO.[ClH:3].Cl.Cl.[CH2:6]([NH:13][C:14]([NH:16][C:17]([NH:19][CH2:20][CH2:21][CH2:22][CH2:23][CH2:24][CH2:25][CH3:26])=[NH:18])=[NH:15])[C:7]1[CH:12]=[CH:11][CH:10]=[CH:9][CH:8]=1, predict the reaction product. The product is: [ClH:3].[CH2:8]([C:7]1([CH2:12][CH3:11])[N:15]=[C:14]([NH:13][CH2:6][C:7]2[CH:8]=[CH:9][CH:10]=[CH:11][CH:12]=2)[NH:16][C:17]([NH:19][CH2:20][CH2:21][CH2:22][CH2:23][CH2:24][CH2:25][CH3:26])=[N:18]1)[CH3:9]. (6) Given the reactants C(OC([N:8]1[C:32]2[C:27](=[CH:28][CH:29]=[C:30](Br)[CH:31]=2)[C:10]2([CH:15]([C:16]3[CH:21]=[CH:20][CH:19]=[C:18]([Cl:22])[CH:17]=3)[CH2:14][C:13](=[O:23])[NH:12][CH:11]2[C:24]([CH3:26])=[CH2:25])[C:9]1=[O:34])=O)(C)(C)C.N1C2C(=CC=CC=2)[CH2:37][C:36]1=O.[O-]P([O-])([O-])=O.[K+].[K+].[K+], predict the reaction product. The product is: [Cl:22][C:18]1[CH:17]=[C:16]([CH:15]2[CH2:14][C:13](=[O:23])[NH:12][CH:11]([C:24]([CH3:26])=[CH2:25])[C:10]32[C:27]2[C:32](=[CH:31][C:30]([C:36]#[CH:37])=[CH:29][CH:28]=2)[NH:8][C:9]3=[O:34])[CH:21]=[CH:20][CH:19]=1.